Predict the reactants needed to synthesize the given product. From a dataset of Full USPTO retrosynthesis dataset with 1.9M reactions from patents (1976-2016). (1) Given the product [CH3:14][N:13]([CH3:18])/[C:9](/[CH3:8])=[CH:35]\[C:34]([C:31]1[N:32]=[CH:33][N:26]2[C:25]3[CH:24]=[CH:23][CH:22]=[C:21]([CH2:20][CH2:19][N:16]4[CH2:15][CH2:14][N:13]([C:9]5[CH:8]=[CH:7][CH:6]=[C:5]6[C:10]=5[CH:11]=[CH:12][C:3]([CH3:2])=[N:4]6)[CH2:18][CH2:17]4)[C:30]=3[O:29][CH2:28][C:27]=12)=[O:36], predict the reactants needed to synthesize it. The reactants are: Cl.[CH3:2][C:3]1[CH:12]=[CH:11][C:10]2[C:5](=[CH:6][CH:7]=[CH:8][C:9]=2[N:13]2[CH2:18][CH2:17][N:16]([CH2:19][CH2:20][C:21]3[C:30]4[O:29][CH2:28][C:27]5=[C:31]([C:34](=[O:36])[CH3:35])[N:32]=[CH:33][N:26]5[C:25]=4[CH:24]=[CH:23][CH:22]=3)[CH2:15][CH2:14]2)[N:4]=1. (2) Given the product [N:12]1([CH2:11][CH2:10][C:5]2[CH:6]=[CH:7][CH:8]=[CH:9][C:4]=2[NH2:1])[CH2:17][CH2:16][O:15][CH2:14][CH2:13]1, predict the reactants needed to synthesize it. The reactants are: [N+:1]([C:4]1[CH:9]=[CH:8][CH:7]=[CH:6][C:5]=1[CH2:10][CH2:11][N:12]1[CH2:17][CH2:16][O:15][CH2:14][CH2:13]1)([O-])=O.[N:12]1([CH2:11][CH2:10][C:5]2[CH:6]=[CH:7][CH:8]=[CH:9][C:4]=2[NH2:1])[CH2:13][CH2:14][O:15][CH2:16][CH2:17]1.[H][H]. (3) Given the product [O:22]1[CH2:26][CH2:25][CH:24]([CH2:27][NH:28][C:18]([C:15]2[CH:14]=[C:13]([CH2:12][CH2:11][CH2:10][C:8]3[CH:7]=[CH:6][C:5]4[O:1][CH2:2][O:3][C:4]=4[CH:9]=3)[O:17][N:16]=2)=[O:20])[CH2:23]1, predict the reactants needed to synthesize it. The reactants are: [O:1]1[C:5]2[CH:6]=[CH:7][C:8]([CH2:10][CH2:11][CH2:12][C:13]3[O:17][N:16]=[C:15]([C:18]([OH:20])=O)[CH:14]=3)=[CH:9][C:4]=2[O:3][CH2:2]1.Cl.[O:22]1[CH2:26][CH2:25][CH:24]([CH2:27][NH2:28])[CH2:23]1.C(N(CC)CC)C.ON1C2C=CC=CC=2N=N1.Cl.C(N=C=NCCCN(C)C)C. (4) Given the product [O:16]1[CH2:21][CH2:20][O:19][C:18]2[CH:22]=[C:23]([C:26]3[NH:14][C:13]4[N:12]([N:11]=[C:10]([CH3:15])[C:9]=4[C:6]4[CH:5]=[CH:4][C:3]([O:2][CH3:1])=[CH:8][CH:7]=4)[C:28](=[O:29])[CH:27]=3)[CH:24]=[CH:25][C:17]1=2, predict the reactants needed to synthesize it. The reactants are: [CH3:1][O:2][C:3]1[CH:8]=[CH:7][C:6]([C:9]2[C:10]([CH3:15])=[N:11][NH:12][C:13]=2[NH2:14])=[CH:5][CH:4]=1.[O:16]1[CH2:21][CH2:20][O:19][C:18]2[CH:22]=[C:23]([C:26](=O)[CH2:27][C:28](OCC)=[O:29])[CH:24]=[CH:25][C:17]1=2. (5) Given the product [C:1]([C:5]1[O:14][C:8]2[N:9]=[CH:10][N:11]=[C:12]([Cl:17])[C:7]=2[CH:6]=1)([CH3:4])([CH3:3])[CH3:2], predict the reactants needed to synthesize it. The reactants are: [C:1]([C:5]1[O:14][C:8]2[N:9]=[CH:10][NH:11][C:12](=O)[C:7]=2[CH:6]=1)([CH3:4])([CH3:3])[CH3:2].O=P(Cl)(Cl)[Cl:17]. (6) Given the product [Br:13][C:14]1[CH:15]=[C:16]([CH:20]=[CH:21][C:22](=[O:23])[C:3]([F:6])([F:5])[C:2]([F:8])([F:7])[F:1])[CH:17]=[N:18][CH:19]=1, predict the reactants needed to synthesize it. The reactants are: [F:1][C:2]([F:8])([F:7])[C:3]([F:6])([F:5])I.C[Li].[Br-].[Li+].[Br:13][C:14]1[CH:15]=[C:16]([CH:20]=[CH:21][C:22](N(OC)C)=[O:23])[CH:17]=[N:18][CH:19]=1. (7) Given the product [Cl:1][C:2]1[CH:3]=[C:4]([C@@H:8]2[C@@H:13]([C:14]3[CH:19]=[CH:18][C:17]([Cl:20])=[CH:16][CH:15]=3)[N:12]([C@@H:41]([CH2:55][CH3:56])[CH2:42][O:43][CH2:44][C:45]3[CH:50]=[CH:49][C:48]([O:51][CH3:52])=[C:47]([O:53][CH3:54])[CH:46]=3)[C:11](=[O:21])[C@@H:10]([CH2:22][C:23]([O:25][C:26]([CH3:29])([CH3:28])[CH3:27])=[O:24])[O:9]2)[CH:5]=[CH:6][CH:7]=1, predict the reactants needed to synthesize it. The reactants are: [Cl:1][C:2]1[CH:3]=[C:4]([C@@H:8]2[C@@H:13]([C:14]3[CH:19]=[CH:18][C:17]([Cl:20])=[CH:16][CH:15]=3)[NH:12][C:11](=[O:21])[C@@H:10]([CH2:22][C:23]([O:25][C:26]([CH3:29])([CH3:28])[CH3:27])=[O:24])[O:9]2)[CH:5]=[CH:6][CH:7]=1.BrC1C=CC(S(O[C@H:41]([CH2:55][CH3:56])[CH2:42][O:43][CH2:44][C:45]2[CH:50]=[CH:49][C:48]([O:51][CH3:52])=[C:47]([O:53][CH3:54])[CH:46]=2)(=O)=O)=CC=1.CC([O-])(C)C.[Na+].O1CCOCC1.O. (8) Given the product [O:4]1[C:8]2=[C:9]([N:13]3[CH2:18][CH2:17][N:16]([CH2:19][CH2:20][C@H:21]4[CH2:26][CH2:25][C@H:24]([NH:27][C:38](=[O:39])[C:37]5[CH:41]=[CH:42][C:34]([N:28]6[CH2:33][CH2:32][CH2:31][CH2:30][CH2:29]6)=[CH:35][CH:36]=5)[CH2:23][CH2:22]4)[CH2:15][CH2:14]3)[N:10]=[CH:11][CH:12]=[C:7]2[CH2:6][CH2:5]1, predict the reactants needed to synthesize it. The reactants are: Cl.Cl.Cl.[O:4]1[C:8]2=[C:9]([N:13]3[CH2:18][CH2:17][N:16]([CH2:19][CH2:20][C@H:21]4[CH2:26][CH2:25][C@H:24]([NH2:27])[CH2:23][CH2:22]4)[CH2:15][CH2:14]3)[N:10]=[CH:11][CH:12]=[C:7]2[CH2:6][CH2:5]1.[N:28]1([C:34]2[CH:42]=[CH:41][C:37]([C:38](O)=[O:39])=[CH:36][CH:35]=2)[CH2:33][CH2:32][CH2:31][CH2:30][CH2:29]1.